From a dataset of Forward reaction prediction with 1.9M reactions from USPTO patents (1976-2016). Predict the product of the given reaction. (1) Given the reactants [H-].[Na+].[CH3:3][C:4]1[CH:5]=[C:6]([OH:13])[CH:7]=[CH:8][C:9]=1[N+:10]([O-:12])=[O:11].I[CH:15]([CH3:17])[CH3:16].O, predict the reaction product. The product is: [CH:15]([O:13][C:6]1[CH:7]=[CH:8][C:9]([N+:10]([O-:12])=[O:11])=[C:4]([CH3:3])[CH:5]=1)([CH3:17])[CH3:16]. (2) Given the reactants [N+:1]([C:4]1[CH:17]=[CH:16][C:15]([O:18][C:19]2[CH:24]=[CH:23][CH:22]=[CH:21][CH:20]=2)=[CH:14][C:5]=1[CH2:6][CH:7]([CH2:10][CH2:11][CH:12]=C)[C:8]#[N:9])([O-:3])=[O:2].I([O-])(=O)(=O)=[O:26].[Na+].ClCCl.[OH2:34], predict the reaction product. The product is: [C:8]([CH:7]([CH2:6][C:5]1[CH:14]=[C:15]([O:18][C:19]2[CH:24]=[CH:23][CH:22]=[CH:21][CH:20]=2)[CH:16]=[CH:17][C:4]=1[N+:1]([O-:3])=[O:2])[CH2:10][CH2:11][C:12]([OH:26])=[O:34])#[N:9]. (3) Given the reactants [NH2:1][C:2]1[CH:21]=[CH:20][C:5]([O:6][CH:7]2[CH2:12][CH2:11][N:10]([C:13]([O:15][C:16]([CH3:19])([CH3:18])[CH3:17])=[O:14])[CH2:9][CH2:8]2)=[CH:4][C:3]=1[F:22].[C:23](Cl)(=[O:28])[C:24]([CH3:27])([CH3:26])[CH3:25], predict the reaction product. The product is: [F:22][C:3]1[CH:4]=[C:5]([CH:20]=[CH:21][C:2]=1[NH:1][C:23](=[O:28])[C:24]([CH3:27])([CH3:26])[CH3:25])[O:6][CH:7]1[CH2:8][CH2:9][N:10]([C:13]([O:15][C:16]([CH3:19])([CH3:17])[CH3:18])=[O:14])[CH2:11][CH2:12]1. (4) Given the reactants [CH3:1][O:2][C:3]1[N:8]2[N:9]=[C:10]([C:12]([F:15])([F:14])[F:13])[CH:11]=[C:7]2[C:6]([C:16]2[CH2:17][CH2:18][C:19](=[O:22])[NH:20][N:21]=2)=[CH:5][CH:4]=1.[OH-].[Na+].Cl, predict the reaction product. The product is: [F:14][C:12]([F:13])([F:15])[C:10]1[CH:11]=[C:7]2[C:6]([C:16]3[CH:17]=[CH:18][C:19](=[O:22])[NH:20][N:21]=3)=[CH:5][CH:4]=[C:3]([O:2][CH3:1])[N:8]2[N:9]=1. (5) Given the reactants [H-].[Na+].CS(C)=O.[I-].[CH3:8][S+](C)C.[N:12]1[C:21]2[CH2:20][CH2:19][CH2:18][C:17](=[O:22])[C:16]=2[CH:15]=[N:14][CH:13]=1, predict the reaction product. The product is: [N:12]1[C:21]2[CH2:20][CH2:19][CH2:18][C:17]3([CH2:8][O:22]3)[C:16]=2[CH:15]=[N:14][CH:13]=1. (6) Given the reactants [O:1]=[C:2]1[CH2:6][CH2:5][C@H:4]([CH2:7][C@H:8]([C:12]2[CH:17]=[CH:16][CH:15]=[C:14]([C:18]([F:21])([F:20])[F:19])[CH:13]=2)[C:9]([OH:11])=O)[CH2:3]1.C(Cl)(=O)C(Cl)=O.[CH3:28][O:29][CH2:30][CH2:31][N:32]1[CH:36]=[CH:35][C:34]([NH2:37])=[N:33]1.N1C(C)=CC=CC=1C, predict the reaction product. The product is: [CH3:28][O:29][CH2:30][CH2:31][N:32]1[CH:36]=[CH:35][C:34]([NH:37][C:9](=[O:11])[C@@H:8]([C:12]2[CH:17]=[CH:16][CH:15]=[C:14]([C:18]([F:21])([F:20])[F:19])[CH:13]=2)[CH2:7][C@H:4]2[CH2:5][CH2:6][C:2](=[O:1])[CH2:3]2)=[N:33]1. (7) Given the reactants [CH3:1][O:2][CH2:3][C:4]1[CH:5]=[C:6]([N+:10]([O-])=O)[CH:7]=[CH:8][CH:9]=1.[F:13][C:14]([F:27])([O:18][C:19]1[CH:20]=[C:21]([CH:24]=[CH:25][CH:26]=1)[CH:22]=O)[CH:15]([F:17])[F:16].C(O)(=O)C.[BH-](OC(C)=O)(OC(C)=O)OC(C)=O.[Na+].[F:46][C:47]([F:52])([F:51])[CH:48]1[O:50][CH2:49]1, predict the reaction product. The product is: [CH3:1][O:2][CH2:3][C:4]1[CH:5]=[C:6]([N:10]([CH2:22][C:21]2[CH:24]=[CH:25][CH:26]=[C:19]([O:18][C:14]([F:27])([F:13])[CH:15]([F:17])[F:16])[CH:20]=2)[CH2:49][CH:48]([OH:50])[C:47]([F:52])([F:51])[F:46])[CH:7]=[CH:8][CH:9]=1.